This data is from Catalyst prediction with 721,799 reactions and 888 catalyst types from USPTO. The task is: Predict which catalyst facilitates the given reaction. Reactant: C([O:3][C:4]([C:6]1[CH:10]=[C:9]([O:11][CH2:12][C:13]([N:15]2[CH2:19][CH2:18][CH2:17][C@H:16]2[C:20](=[O:25])[NH:21][CH2:22][CH2:23][F:24])=[O:14])[N:8]([C:26]2[CH:31]=[CH:30][CH:29]=[CH:28][CH:27]=2)[N:7]=1)=[O:5])C.[OH-].[Na+]. Product: [F:24][CH2:23][CH2:22][NH:21][C:20]([C@@H:16]1[CH2:17][CH2:18][CH2:19][N:15]1[C:13](=[O:14])[CH2:12][O:11][C:9]1[N:8]([C:26]2[CH:31]=[CH:30][CH:29]=[CH:28][CH:27]=2)[N:7]=[C:6]([C:4]([OH:5])=[O:3])[CH:10]=1)=[O:25]. The catalyst class is: 20.